The task is: Predict the product of the given reaction.. This data is from Forward reaction prediction with 1.9M reactions from USPTO patents (1976-2016). (1) The product is: [Cl:34][C:5]1[CH:4]=[CH:3][C:2]([NH:1][C:35](=[O:37])[CH3:36])=[CH:7][C:6]=1[C:8]([N:10]1[CH2:11][CH2:12][CH:13]([N:16]2[C:20](=[O:21])[C:19]([CH3:23])([CH3:22])[C:18]([C:24]3[CH:29]=[CH:28][C:27]([O:30][CH3:31])=[C:26]([O:32][CH3:33])[CH:25]=3)=[N:17]2)[CH2:14][CH2:15]1)=[O:9]. Given the reactants [NH2:1][C:2]1[CH:3]=[CH:4][C:5]([Cl:34])=[C:6]([C:8]([N:10]2[CH2:15][CH2:14][CH:13]([N:16]3[C:20](=[O:21])[C:19]([CH3:23])([CH3:22])[C:18]([C:24]4[CH:29]=[CH:28][C:27]([O:30][CH3:31])=[C:26]([O:32][CH3:33])[CH:25]=4)=[N:17]3)[CH2:12][CH2:11]2)=[O:9])[CH:7]=1.[C:35](Cl)(=[O:37])[CH3:36], predict the reaction product. (2) Given the reactants [Si:1]([O:8][C:9]1([C:13]2[S:14][C:15]([C:18]3[CH:19]=[C:20]([N:27]([C:35]4[N:40]=[C:39]([C:41]([F:44])([F:43])[F:42])[CH:38]=[CH:37][N:36]=4)[C:28](=[O:34])[O:29][C:30]([CH3:33])([CH3:32])[CH3:31])[CH:21]=[C:22]([N+:24]([O-])=O)[CH:23]=3)=[CH:16][N:17]=2)[CH2:12][CH2:11][CH2:10]1)([C:4]([CH3:7])([CH3:6])[CH3:5])([CH3:3])[CH3:2], predict the reaction product. The product is: [NH2:24][C:22]1[CH:21]=[C:20]([N:27]([C:35]2[N:40]=[C:39]([C:41]([F:42])([F:43])[F:44])[CH:38]=[CH:37][N:36]=2)[C:28](=[O:34])[O:29][C:30]([CH3:32])([CH3:33])[CH3:31])[CH:19]=[C:18]([C:15]2[S:14][C:13]([C:9]3([O:8][Si:1]([C:4]([CH3:7])([CH3:6])[CH3:5])([CH3:2])[CH3:3])[CH2:10][CH2:11][CH2:12]3)=[N:17][CH:16]=2)[CH:23]=1.